From a dataset of Forward reaction prediction with 1.9M reactions from USPTO patents (1976-2016). Predict the product of the given reaction. (1) The product is: [C:1]([O:5][C:6]([N:8]1[CH2:9][CH:10]2[CH2:16][CH:14]([CH2:13][CH:12]([C:18]([O:20][CH3:21])=[O:19])[CH2:11]2)[CH2:15]1)=[O:7])([CH3:4])([CH3:3])[CH3:2]. Given the reactants [C:1]([O:5][C:6]([N:8]1[CH2:15][CH:14]2[C:16](=O)[CH:10]([CH2:11][CH:12]([C:18]([O:20][CH3:21])=[O:19])[CH2:13]2)[CH2:9]1)=[O:7])([CH3:4])([CH3:3])[CH3:2].S(NN)(C1C=CC(C)=CC=1)(=O)=O.C([BH3-])#N.[Na+], predict the reaction product. (2) Given the reactants [C:1]([C:3]1[CH:49]=[CH:48][C:6]([CH2:7][N:8]([CH2:21][C:22]2[CH:47]=[CH:46][C:25]([O:26][C:27]3[CH:28]=[C:29]([CH:34]=[C:35]([O:37][CH2:38][CH2:39][C:40]4[CH:41]=[N:42][CH:43]=[CH:44][CH:45]=4)[CH:36]=3)[C:30]([O:32]C)=[O:31])=[CH:24][CH:23]=2)[C:9]2[CH:14]=[CH:13][CH:12]=[C:11]([NH:15][S:16]([CH3:19])(=[O:18])=[O:17])[C:10]=2[CH3:20])=[CH:5][CH:4]=1)#[N:2].[OH-].[Li+].Cl, predict the reaction product. The product is: [C:1]([C:3]1[CH:49]=[CH:48][C:6]([CH2:7][N:8]([CH2:21][C:22]2[CH:47]=[CH:46][C:25]([O:26][C:27]3[CH:28]=[C:29]([CH:34]=[C:35]([O:37][CH2:38][CH2:39][C:40]4[CH:41]=[N:42][CH:43]=[CH:44][CH:45]=4)[CH:36]=3)[C:30]([OH:32])=[O:31])=[CH:24][CH:23]=2)[C:9]2[CH:14]=[CH:13][CH:12]=[C:11]([NH:15][S:16]([CH3:19])(=[O:18])=[O:17])[C:10]=2[CH3:20])=[CH:5][CH:4]=1)#[N:2].